From a dataset of Forward reaction prediction with 1.9M reactions from USPTO patents (1976-2016). Predict the product of the given reaction. (1) Given the reactants Br[CH:2]([C:6]1[CH:11]=[CH:10][CH:9]=[CH:8][CH:7]=1)[C:3]([OH:5])=[O:4].[NH2:12][C:13]1[CH:18]=[CH:17][CH:16]=[CH:15][CH:14]=1, predict the reaction product. The product is: [C:6]1([CH:2]([NH:12][C:13]2[CH:18]=[CH:17][CH:16]=[CH:15][CH:14]=2)[C:3]([OH:5])=[O:4])[CH:11]=[CH:10][CH:9]=[CH:8][CH:7]=1. (2) Given the reactants [CH3:1][C:2]1([CH3:14])[CH2:8][CH2:7][CH2:6][O:5][C:4]2[C:9]([NH2:13])=[CH:10][CH:11]=[CH:12][C:3]1=2.Cl[C:16]1[N:21]=[C:20]([NH:22][C:23]2[CH:28]=[CH:27][CH:26]=[CH:25][C:24]=2[S:29]([CH:32]([CH3:34])[CH3:33])(=[O:31])=[O:30])[C:19]([Cl:35])=[CH:18][N:17]=1, predict the reaction product. The product is: [Cl:35][C:19]1[C:20]([NH:22][C:23]2[CH:28]=[CH:27][CH:26]=[CH:25][C:24]=2[S:29]([CH:32]([CH3:34])[CH3:33])(=[O:31])=[O:30])=[N:21][C:16]([NH:13][C:9]2[C:4]3[O:5][CH2:6][CH2:7][CH2:8][C:2]([CH3:14])([CH3:1])[C:3]=3[CH:12]=[CH:11][CH:10]=2)=[N:17][CH:18]=1.